Dataset: Full USPTO retrosynthesis dataset with 1.9M reactions from patents (1976-2016). Task: Predict the reactants needed to synthesize the given product. (1) Given the product [C:8]([C:5]1[CH:6]=[N:7][CH:2]=[C:20]([CH:4]=1)[C:21]([O:23][CH2:24][CH3:25])=[O:22])#[N:9], predict the reactants needed to synthesize it. The reactants are: O=[C:2]1[N:7]=[CH:6][C:5]([C:8]#[N:9])=[CH:4]N1S(C1C=CC=CC=1)(=O)=O.O=[CH:20][C:21]([O:23][CH2:24][CH3:25])=[O:22].C([O-])(=O)C.[NH4+].[OH-].[Na+]. (2) The reactants are: [CH3:1][O:2][C:3]1[CH:4]=[C:5]([C:9]2[S:16][C:15]3[CH:14]=[N:13][N:12](COCC[Si](C)(C)C)[C:11]=3[CH:10]=2)[CH:6]=[CH:7][CH:8]=1.COC1C=C(C2SC3C(=NN(COCC[Si](C)(C)C)C=3)C=2)C=CC=1.C(N)CN.[F-].C([N+](CCCC)(CCCC)CCCC)CCC. Given the product [CH3:1][O:2][C:3]1[CH:4]=[C:5]([C:9]2[S:16][C:15]3[CH:14]=[N:13][NH:12][C:11]=3[CH:10]=2)[CH:6]=[CH:7][CH:8]=1, predict the reactants needed to synthesize it. (3) Given the product [F:1][C:2]1([F:14])[CH2:10][N:9]2[C@H:4]([CH2:5][C:6](=[N:23][C@H:21]([C:15]3[CH:20]=[CH:19][CH:18]=[CH:17][CH:16]=3)[CH3:22])[CH2:7][C:8]2([CH3:12])[CH3:11])[CH2:3]1, predict the reactants needed to synthesize it. The reactants are: [F:1][C:2]1([F:14])[CH2:10][N:9]2[C@H:4]([CH2:5][C:6](=O)[CH2:7][C:8]2([CH3:12])[CH3:11])[CH2:3]1.[C:15]1([C@@H:21]([NH2:23])[CH3:22])[CH:20]=[CH:19][CH:18]=[CH:17][CH:16]=1. (4) Given the product [Br:1][C:2]1[CH:3]=[C:4]([CH:13]=[CH:14][CH:15]=1)[O:5][CH2:6][CH2:7][CH2:8][C:9]([OH:11])=[O:10], predict the reactants needed to synthesize it. The reactants are: [Br:1][C:2]1[CH:3]=[C:4]([CH:13]=[CH:14][CH:15]=1)[O:5][CH2:6][CH2:7][CH2:8][C:9]([O:11]C)=[O:10].[OH-].[Na+]. (5) Given the product [Cl:22][CH2:21][CH2:20][O:19][C:15]1[CH:14]=[C:13]([CH2:12][C:11](=[O:10])[CH2:6][C:7]#[N:8])[CH:18]=[CH:17][CH:16]=1, predict the reactants needed to synthesize it. The reactants are: C([Li])CCC.[CH3:6][C:7]#[N:8].C[O:10][C:11](=O)[CH2:12][C:13]1[CH:18]=[CH:17][CH:16]=[C:15]([O:19][CH2:20][CH2:21][Cl:22])[CH:14]=1.CO. (6) Given the product [OH:1][C:2]1([CH2:25][CH:26]([OH:28])[CH3:27])[C:10]2[C:5](=[CH:6][CH:7]=[CH:8][CH:9]=2)[N:4]([CH:11]2[CH2:16][CH2:15][N:14]([C:17]([O:19][C:20]([CH3:21])([CH3:22])[CH3:23])=[O:18])[CH2:13][CH2:12]2)[C:3]1=[O:24], predict the reactants needed to synthesize it. The reactants are: [OH:1][C:2]1([CH2:25][C:26](=[O:28])[CH3:27])[C:10]2[C:5](=[CH:6][CH:7]=[CH:8][CH:9]=2)[N:4]([CH:11]2[CH2:16][CH2:15][N:14]([C:17]([O:19][C:20]([CH3:23])([CH3:22])[CH3:21])=[O:18])[CH2:13][CH2:12]2)[C:3]1=[O:24].[BH4-].[Na+]. (7) Given the product [CH2:1]([O:8][CH2:9][N:10]1[C:14]2[C:15](=[O:16])[N:17]([CH3:32])[CH2:18][N:19]([C:20]3[CH:25]=[CH:24][C:23]([Cl:26])=[CH:22][C:21]=3[Cl:27])[C:13]=2[N:12]=[C:11]1[CH2:28][CH3:29])[C:2]1[CH:3]=[CH:4][CH:5]=[CH:6][CH:7]=1, predict the reactants needed to synthesize it. The reactants are: [CH2:1]([O:8][CH2:9][N:10]1[C:14]([C:15]([NH:17][CH3:18])=[O:16])=[C:13]([NH:19][C:20]2[CH:25]=[CH:24][C:23]([Cl:26])=[CH:22][C:21]=2[Cl:27])[N:12]=[C:11]1[CH2:28][CH3:29])[C:2]1[CH:7]=[CH:6][CH:5]=[CH:4][CH:3]=1.C=O.[CH3:32]C1C=CC(S(O)(=O)=O)=CC=1.O.C([O-])(O)=O.[Na+]. (8) Given the product [NH2:20][C:7]1[C:6]([F:11])=[C:5]([CH:4]=[CH:3][C:2]=1[Cl:1])[CH2:12][NH:13][C:14](=[O:19])[C:15]([CH3:18])([CH3:17])[CH3:16], predict the reactants needed to synthesize it. The reactants are: [Cl:1][C:2]1[C:7](C(O)=O)=[C:6]([F:11])[C:5]([CH2:12][NH:13][C:14](=[O:19])[C:15]([CH3:18])([CH3:17])[CH3:16])=[CH:4][CH:3]=1.[N-:20]=[N+]=[N-].[Na+]. (9) The reactants are: N1C=CC=CC=1.[C:7](Cl)(=[O:11])[CH:8]([CH3:10])[CH3:9].[NH2:13][C:14]1[C:22]2[C:17](=[N:18][CH:19]=[C:20]([Cl:38])[C:21]=2[N:23]2[CH2:28][CH2:27][CH2:26][C@@H:25]([N:29]([CH3:37])[C:30](=[O:36])[O:31][C:32]([CH3:35])([CH3:34])[CH3:33])[CH2:24]2)[NH:16][CH:15]=1.[Li+].[OH-]. Given the product [Cl:38][C:20]1[C:21]([N:23]2[CH2:28][CH2:27][CH2:26][C@@H:25]([N:29]([CH3:37])[C:30](=[O:36])[O:31][C:32]([CH3:33])([CH3:34])[CH3:35])[CH2:24]2)=[C:22]2[C:14]([NH:13][C:7](=[O:11])[CH:8]([CH3:10])[CH3:9])=[CH:15][NH:16][C:17]2=[N:18][CH:19]=1, predict the reactants needed to synthesize it.